From a dataset of Forward reaction prediction with 1.9M reactions from USPTO patents (1976-2016). Predict the product of the given reaction. (1) Given the reactants B(Br)(Br)Br.C[O:6][C:7]1[CH:8]=[C:9]([CH:16]=[CH:17][CH:18]=1)[CH2:10][NH:11][S:12]([CH3:15])(=[O:14])=[O:13].CO, predict the reaction product. The product is: [OH:6][C:7]1[CH:8]=[C:9]([CH:16]=[CH:17][CH:18]=1)[CH2:10][NH:11][S:12]([CH3:15])(=[O:14])=[O:13]. (2) Given the reactants [Br:1][C:2]1[CH:3]=[C:4]([N:9]2[C:13](=[O:14])[O:12][N:11]=[C:10]2[C:15]2[C:16]([NH:20][CH2:21][CH2:22][NH:23][S:24]([NH:27]C(=O)OCC(Cl)(Cl)Cl)(=[O:26])=[O:25])=[N:17][O:18][N:19]=2)[CH:5]=[CH:6][C:7]=1[F:8].C(O)(=O)C, predict the reaction product. The product is: [Br:1][C:2]1[CH:3]=[C:4]([N:9]2[C:13](=[O:14])[O:12][N:11]=[C:10]2[C:15]2[C:16]([NH:20][CH2:21][CH2:22][NH:23][S:24]([NH2:27])(=[O:25])=[O:26])=[N:17][O:18][N:19]=2)[CH:5]=[CH:6][C:7]=1[F:8]. (3) The product is: [C:1]([O:4][C@@H:5]1[C@@H:10]([O:11][C:12](=[O:14])[CH3:13])[C@H:9]([O:15][C:16](=[O:18])[CH3:17])[C@@H:8]([O:54]/[C:48](/[C:49]([O:51][CH2:52][CH3:53])=[O:50])=[CH:47]\[C:43]2[CH:44]=[CH:45][CH:46]=[C:41]([C:40]([F:55])([F:56])[F:39])[CH:42]=2)[O:7][C@H:6]1[CH2:34][O:35][C:36](=[O:38])[CH3:37])(=[O:3])[CH3:2]. Given the reactants [C:1]([O:4][C@@H:5]1[C@@H:10]([O:11][C:12](=[O:14])[CH3:13])[C@H:9]([O:15][C:16](=[O:18])[CH3:17])[C@@H:8](O/C(/C(OCC)=O)=C\C2C=CC=CC=2F)[O:7][C@H:6]1[CH2:34][O:35][C:36](=[O:38])[CH3:37])(=[O:3])[CH3:2].[F:39][C:40]([F:56])([F:55])[C:41]1[CH:42]=[C:43]([CH2:47][C:48](=[O:54])[C:49]([O:51][CH2:52][CH3:53])=[O:50])[CH:44]=[CH:45][CH:46]=1.[H-].[Na+].[Br-].C(O[C@@H]1[C@@H](OC(=O)C)[C@H](OC(=O)C)[C@@H](COC(=O)C)O[C@@H]1O)(=O)C, predict the reaction product. (4) Given the reactants CO[C:3](=O)[N:4]([C@H:14]1[CH2:19][CH2:18][C@H:17]([C:20]2[CH:25]=[CH:24][C:23]([OH:26])=[CH:22][CH:21]=2)[CH2:16][CH2:15]1)[CH2:5][CH2:6][CH2:7][C:8]1[CH:13]=[CH:12][CH:11]=[CH:10][CH:9]=1.[H-].[H-].[H-].[H-].[Li+].[Al+3], predict the reaction product. The product is: [CH3:3][N:4]([CH2:5][CH2:6][CH2:7][C:8]1[CH:13]=[CH:12][CH:11]=[CH:10][CH:9]=1)[C@H:14]1[CH2:19][CH2:18][C@H:17]([C:20]2[CH:21]=[CH:22][C:23]([OH:26])=[CH:24][CH:25]=2)[CH2:16][CH2:15]1. (5) Given the reactants [CH2:1]1C2C(=CC=CC=2)[C:3]([C:10]2[CH:15]=[CH:14][CH:13]=[CH:12][C:11]=2[CH2:16][C:17]2[CH:22]=[CH:21][CH:20]=[CH:19][N:18]=2)=[CH:2]1.C([Li])CCC.[CH3:28][CH2:29][CH2:30][CH2:31][CH2:32][CH3:33].O1CCCC1.O1CCCC1.O1CCCC1.[Cl-:49].[Cl-].[Cl-].[Cr+3:52], predict the reaction product. The product is: [Cl-:49].[Cl-:49].[N:18]1[CH:19]=[CH:20][CH:21]=[CH:22][C:17]=1[CH:16]([C:11]1[C:1]2[C:14](=[CH:15][CH:10]=[CH:3][CH:2]=2)[CH:13]([Cr+2:52])[CH:12]=1)[C:30]1[CH:29]=[CH:28][CH:33]=[CH:32][CH:31]=1. (6) Given the reactants [F:1][C:2]1[CH:3]=[CH:4][C:5]([S:12][C:13]2[CH:18]=[CH:17][C:16]([N+:19]([O-:21])=[O:20])=[CH:15][C:14]=2[C:22](OC)=[O:23])=[C:6]([CH:11]=1)[C:7](OC)=[O:8].[BH4-].[Na+].CO.[Cl-].[NH4+], predict the reaction product. The product is: [F:1][C:2]1[CH:3]=[CH:4][C:5]([S:12][C:13]2[CH:18]=[CH:17][C:16]([N+:19]([O-:21])=[O:20])=[CH:15][C:14]=2[CH2:22][OH:23])=[C:6]([CH2:7][OH:8])[CH:11]=1. (7) Given the reactants C([N:8]([CH:18]1[CH2:23][CH2:22][CH2:21][CH2:20][CH2:19]1)[CH2:9][C:10]([F:17])([CH3:16])[C:11]([O:13][CH2:14][CH3:15])=[O:12])C1C=CC=CC=1.C(O)(C(F)(F)F)=O, predict the reaction product. The product is: [CH:18]1([NH:8][CH2:9][C:10]([F:17])([CH3:16])[C:11]([O:13][CH2:14][CH3:15])=[O:12])[CH2:19][CH2:20][CH2:21][CH2:22][CH2:23]1. (8) The product is: [NH:43]1[C:51]2[C:46](=[CH:47][CH:48]=[CH:49][CH:50]=2)[CH:45]=[C:44]1[CH2:52][NH:53][C:38]([C:35]1([C:41]#[N:42])[CH2:34][CH2:33][N:32]([C:30]([O:29][C:25]([CH3:26])([CH3:27])[CH3:28])=[O:31])[CH2:37][CH2:36]1)=[O:40]. Given the reactants CN(C(ON1N=NC2C=CC=NC1=2)=[N+](C)C)C.F[P-](F)(F)(F)(F)F.[C:25]([O:29][C:30]([N:32]1[CH2:37][CH2:36][C:35]([C:41]#[N:42])([C:38]([OH:40])=O)[CH2:34][CH2:33]1)=[O:31])([CH3:28])([CH3:27])[CH3:26].[NH:43]1[C:51]2[C:46](=[CH:47][CH:48]=[CH:49][CH:50]=2)[CH:45]=[C:44]1[CH2:52][NH2:53].CCN(C(C)C)C(C)C, predict the reaction product.